This data is from NCI-60 drug combinations with 297,098 pairs across 59 cell lines. The task is: Regression. Given two drug SMILES strings and cell line genomic features, predict the synergy score measuring deviation from expected non-interaction effect. (1) Synergy scores: CSS=3.37, Synergy_ZIP=-2.24, Synergy_Bliss=-1.25, Synergy_Loewe=-6.36, Synergy_HSA=-1.71. Cell line: EKVX. Drug 2: CN(CC1=CN=C2C(=N1)C(=NC(=N2)N)N)C3=CC=C(C=C3)C(=O)NC(CCC(=O)O)C(=O)O. Drug 1: C1=CC=C(C=C1)NC(=O)CCCCCCC(=O)NO. (2) Drug 1: CC12CCC3C(C1CCC2=O)CC(=C)C4=CC(=O)C=CC34C. Drug 2: CC1=CC2C(CCC3(C2CCC3(C(=O)C)OC(=O)C)C)C4(C1=CC(=O)CC4)C. Cell line: HCT116. Synergy scores: CSS=64.3, Synergy_ZIP=0.178, Synergy_Bliss=-4.26, Synergy_Loewe=-21.2, Synergy_HSA=-4.06. (3) Drug 1: CS(=O)(=O)C1=CC(=C(C=C1)C(=O)NC2=CC(=C(C=C2)Cl)C3=CC=CC=N3)Cl. Drug 2: C1=NC2=C(N1)C(=S)N=CN2. Cell line: HOP-62. Synergy scores: CSS=20.9, Synergy_ZIP=-7.10, Synergy_Bliss=-13.7, Synergy_Loewe=-35.9, Synergy_HSA=-13.3. (4) Drug 1: CCC1=CC2CC(C3=C(CN(C2)C1)C4=CC=CC=C4N3)(C5=C(C=C6C(=C5)C78CCN9C7C(C=CC9)(C(C(C8N6C)(C(=O)OC)O)OC(=O)C)CC)OC)C(=O)OC.C(C(C(=O)O)O)(C(=O)O)O. Drug 2: C1CNP(=O)(OC1)N(CCCl)CCCl. Cell line: HT29. Synergy scores: CSS=51.2, Synergy_ZIP=0.996, Synergy_Bliss=-3.25, Synergy_Loewe=-69.2, Synergy_HSA=-2.74.